Predict which catalyst facilitates the given reaction. From a dataset of Catalyst prediction with 721,799 reactions and 888 catalyst types from USPTO. (1) Reactant: Br[C:2]1[C:3]([O:23][CH3:24])=[C:4]([CH:10]([N:12]2[C:16]3=[N:17][CH:18]=[N:19][C:20]([NH2:21])=[C:15]3[C:14]([CH3:22])=[N:13]2)[CH3:11])[CH:5]=[C:6]([Cl:9])[C:7]=1[CH3:8].[CH:25]1([B-](F)(F)F)[CH2:27][CH2:26]1.[K+].P([O-])([O-])([O-])=O.[K+].[K+].[K+].C1(C)C=CC=CC=1. Product: [Cl:9][C:6]1[C:7]([CH3:8])=[C:2]([CH:25]2[CH2:27][CH2:26]2)[C:3]([O:23][CH3:24])=[C:4]([CH:10]([N:12]2[C:16]3=[N:17][CH:18]=[N:19][C:20]([NH2:21])=[C:15]3[C:14]([CH3:22])=[N:13]2)[CH3:11])[CH:5]=1. The catalyst class is: 103. (2) Reactant: [CH2:1]([C@H:8]([NH:21][C:22]([C@@H:24]([NH:35][C:36]([C@@H:38]([NH:40][C:41]([C:43]1[N:44]([CH3:48])[N:45]=[CH:46][CH:47]=1)=[O:42])[CH3:39])=[O:37])[CH2:25][C:26]1[C:34]2[C:29](=[CH:30][CH:31]=[CH:32][CH:33]=2)[NH:28][CH:27]=1)=[O:23])[CH:9]([C:11](=[O:20])[NH:12][CH2:13][C:14]1[CH:19]=[CH:18][CH:17]=[CH:16][CH:15]=1)[OH:10])[C:2]1[CH:7]=[CH:6][CH:5]=[CH:4][CH:3]=1.CC(OI1(OC(C)=O)(OC(C)=O)OC(=O)C2C=CC=CC1=2)=O. Product: [CH2:1]([C@H:8]([NH:21][C:22]([C@@H:24]([NH:35][C:36]([C@@H:38]([NH:40][C:41]([C:43]1[N:44]([CH3:48])[N:45]=[CH:46][CH:47]=1)=[O:42])[CH3:39])=[O:37])[CH2:25][C:26]1[C:34]2[C:29](=[CH:30][CH:31]=[CH:32][CH:33]=2)[NH:28][CH:27]=1)=[O:23])[C:9]([C:11](=[O:20])[NH:12][CH2:13][C:14]1[CH:15]=[CH:16][CH:17]=[CH:18][CH:19]=1)=[O:10])[C:2]1[CH:7]=[CH:6][CH:5]=[CH:4][CH:3]=1. The catalyst class is: 4. (3) Reactant: [Br:1][C:2]1[C:7]([CH3:8])=[CH:6][C:5]([N+:9]([O-])=O)=[CH:4][N:3]=1.C(O)(C)C.O.C(=O)([O-])[O-].[K+].[K+]. Product: [NH2:9][C:5]1[CH:6]=[C:7]([CH3:8])[C:2]([Br:1])=[N:3][CH:4]=1. The catalyst class is: 770. (4) Reactant: Br[C:2]1[C:10]2[C:5](=[N:6][C:7]([CH3:22])=[CH:8][C:9]=2[NH:11][S:12]([C:15]2[CH:20]=[CH:19][CH:18]=[C:17]([Cl:21])[CH:16]=2)(=[O:14])=[O:13])[S:4][C:3]=1[CH3:23].Cl.[CH3:25][N:26]([CH3:43])[CH2:27][C:28]1[CH:33]=[CH:32][CH:31]=[C:30](B2OC(C)(C)C(C)(C)O2)[CH:29]=1.C(=O)([O-])[O-].[K+].[K+].C(OCC)(=O)C. Product: [Cl:21][C:17]1[CH:16]=[C:15]([S:12]([NH:11][C:9]2[CH:8]=[C:7]([CH3:22])[N:6]=[C:5]3[S:4][C:3]([CH3:23])=[C:2]([C:30]4[CH:31]=[CH:32][CH:33]=[C:28]([CH2:27][N:26]([CH3:43])[CH3:25])[CH:29]=4)[C:10]=23)(=[O:14])=[O:13])[CH:20]=[CH:19][CH:18]=1. The catalyst class is: 70. (5) Reactant: [F:1][C:2]1[CH:7]=[C:6]([F:8])[CH:5]=[CH:4][C:3]=1[OH:9].[H-].[Na+].[Br:12][C:13]1[C:14]([CH3:24])=[N:15][C:16]2[N:17]([N:20]=[C:21]([CH3:23])[CH:22]=2)[C:18]=1Cl. Product: [Br:12][C:13]1[C:14]([CH3:24])=[N:15][C:16]2[N:17]([N:20]=[C:21]([CH3:23])[CH:22]=2)[C:18]=1[O:9][C:3]1[CH:4]=[CH:5][C:6]([F:8])=[CH:7][C:2]=1[F:1]. The catalyst class is: 7.